This data is from Catalyst prediction with 721,799 reactions and 888 catalyst types from USPTO. The task is: Predict which catalyst facilitates the given reaction. Reactant: [C:1]([Li])([CH3:4])([CH3:3])[CH3:2].[CH3:6][CH2:7][CH2:8]CC.[S:11]1[CH:15]=[CH:14][CH:13]=[C:12]1[NH:16][C:17](=[O:23])[O:18][C:19]([CH3:22])([CH3:21])[CH3:20].[C:24](=[O:26])=O.C([NH2:34])C1C=CC=CC=1.Cl.CN(C)CCCN=C=NCC.ON1C2N=CC=CC=2N=N1.C(N(CC)CC)C. Product: [CH2:2]([NH:34][C:24]([C:13]1[CH:14]=[CH:15][S:11][C:12]=1[NH:16][C:17](=[O:23])[O:18][C:19]([CH3:20])([CH3:22])[CH3:21])=[O:26])[C:1]1[CH:4]=[CH:8][CH:7]=[CH:6][CH:3]=1. The catalyst class is: 118.